This data is from Full USPTO retrosynthesis dataset with 1.9M reactions from patents (1976-2016). The task is: Predict the reactants needed to synthesize the given product. (1) Given the product [C:11]([O:10][C:8]([N:5]1[CH2:6][CH2:7][C:2]2[N:25]=[C:23]([CH3:24])[N:26]=[CH:15][C:3]=2[CH2:4]1)=[O:9])([CH3:14])([CH3:12])[CH3:13], predict the reactants needed to synthesize it. The reactants are: O=[C:2]1[CH2:7][CH2:6][N:5]([C:8]([O:10][C:11]([CH3:14])([CH3:13])[CH3:12])=[O:9])[CH2:4][C:3]1=[CH:15]N(C)C.C(O)(=O)C.[C:23]([NH2:26])(=[NH:25])[CH3:24]. (2) The reactants are: Cl.[Br:2][C:3]1[CH:8]=[CH:7][C:6]([NH:9]N)=[CH:5][CH:4]=1.[F:11][C:12]1[CH:17]=[CH:16][CH:15]=[C:14]([F:18])[C:13]=1[C:19](=O)[CH2:20][CH3:21]. Given the product [Br:2][C:3]1[CH:8]=[C:7]2[C:6](=[CH:5][CH:4]=1)[NH:9][C:19]([C:13]1[C:14]([F:18])=[CH:15][CH:16]=[CH:17][C:12]=1[F:11])=[C:20]2[CH3:21], predict the reactants needed to synthesize it. (3) The reactants are: ClC[C:3]([N:5]([CH2:16][CH:17]1[C:26]2[C:21](=[CH:22][C:23]([C:27]#[N:28])=[CH:24][CH:25]=2)[CH2:20][CH2:19][CH2:18]1)[CH2:6][CH2:7][NH:8][C:9](=O)OC(C)(C)C)=[O:4].CCO.C([O-])([O-])=O.[K+].[K+]. Given the product [O:4]=[C:3]1[CH2:9][NH:8][CH2:7][CH2:6][N:5]1[CH2:16][CH:17]1[CH2:18][CH2:19][CH2:20][C:21]2[CH:22]=[C:23]([C:27]#[N:28])[CH:24]=[CH:25][C:26]1=2, predict the reactants needed to synthesize it. (4) Given the product [N:12]([C:2]([C:5](=[O:11])[C:6]1[CH:10]=[CH:9][S:8][CH:7]=1)([CH3:4])[CH3:3])=[N+:13]=[N-:14], predict the reactants needed to synthesize it. The reactants are: Br[C:2]([C:5](=[O:11])[C:6]1[CH:10]=[CH:9][S:8][CH:7]=1)([CH3:4])[CH3:3].[N-:12]=[N+:13]=[N-:14].[Na+].O. (5) Given the product [CH3:6][S:7]([O:10][C:11]1[CH:12]=[CH:13][C:14]([C@@H:17]2[O:27][CH2:2][C:3](=[O:4])[N:19]([CH2:20][C:21]3[CH:26]=[CH:25][CH:24]=[CH:23][CH:22]=3)[CH2:18]2)=[CH:15][CH:16]=1)(=[O:9])=[O:8], predict the reactants needed to synthesize it. The reactants are: Cl[CH2:2][C:3](Cl)=[O:4].[CH3:6][S:7]([O:10][C:11]1[CH:16]=[CH:15][C:14]([C@H:17]([OH:27])[CH2:18][NH:19][CH2:20][C:21]2[CH:26]=[CH:25][CH:24]=[CH:23][CH:22]=2)=[CH:13][CH:12]=1)(=[O:9])=[O:8].[OH-].[K+]. (6) Given the product [CH3:33][O:32][C:31]1[CH:30]=[CH:29][CH:28]=[C:27]([O:34][CH3:35])[C:26]=1[O:25][CH2:24][CH2:23][NH:22][C:19]1[CH:20]=[CH:21][C:16]([O:15][C:6]2[C:5]3[C:10](=[CH:11][C:12]([O:13][CH3:14])=[C:3]([O:2][CH3:1])[CH:4]=3)[N:9]=[CH:8][CH:7]=2)=[C:17]([CH3:38])[C:18]=1[CH3:37], predict the reactants needed to synthesize it. The reactants are: [CH3:1][O:2][C:3]1[CH:4]=[C:5]2[C:10](=[CH:11][C:12]=1[O:13][CH3:14])[N:9]=[CH:8][CH:7]=[C:6]2[O:15][C:16]1[CH:21]=[CH:20][C:19]([NH:22][C:23](=O)[CH2:24][O:25][C:26]2[C:31]([O:32][CH3:33])=[CH:30][CH:29]=[CH:28][C:27]=2[O:34][CH3:35])=[C:18]([CH3:37])[C:17]=1[CH3:38].Cl.[OH-].[Na+].